From a dataset of Reaction yield outcomes from USPTO patents with 853,638 reactions. Predict the reaction yield, written as a fraction of the theoretical maximum amount of product (1.0 means a 100% yield; for example, 0.34 means a 34% yield). (1) The reactants are C(O[N:9]1[CH:14]=[CH:13][CH:12]=[CH:11][C:10]1=[O:15])C1C=CC=CC=1.Br[C:17]1[CH:22]=[C:21]2[N:23]([CH3:34])[C:24]3[CH:33]4[N:28]([CH2:29][CH2:30][CH2:31][CH2:32]4)[CH2:27][CH2:26][C:25]=3[C:20]2=[CH:19][CH:18]=1.BrC1C=C2C([C:40]3[CH2:52][CH2:51][N:50]4[CH:46]([CH2:47]CC4)[C:41]=3N2C)=CC=1.[ClH:53].C[OH:55]. The product is [ClH:53].[Cl:53][C:52]1[CH:40]=[CH:41][C:46]([CH2:47][O:55][C:12]2[CH:13]=[CH:14][N:9]([C:17]3[CH:22]=[C:21]4[N:23]([CH3:34])[C:24]5[CH:33]6[N:28]([CH2:29][CH2:30][CH2:31][CH2:32]6)[CH2:27][CH2:26][C:25]=5[C:20]4=[CH:19][CH:18]=3)[C:10](=[O:15])[CH:11]=2)=[N:50][CH:51]=1. The yield is 0.950. The catalyst is CCOCC. (2) The reactants are [CH3:1][O:2][C:3]([C:5]1[CH:6]=[C:7]([C:19]2[CH:24]=[CH:23][CH:22]=[C:21]([C:25]#[N:26])[CH:20]=2)[C:8]([C:15]([F:18])([F:17])[F:16])=[CH:9][C:10]=1[NH:11]C(=O)C)=[O:4].O.S(=O)(=O)(O)O. The catalyst is CO. The product is [CH3:1][O:2][C:3]([C:5]1[CH:6]=[C:7]([C:19]2[CH:24]=[CH:23][CH:22]=[C:21]([C:25]#[N:26])[CH:20]=2)[C:8]([C:15]([F:16])([F:17])[F:18])=[CH:9][C:10]=1[NH2:11])=[O:4]. The yield is 0.660. (3) The reactants are [C:1]([O:9][CH2:10][CH3:11])(=[O:8])[CH2:2][C:3]([O:5][CH2:6][CH3:7])=[O:4].[O-]CC.[Na+].[F:16][C:17]1[CH:22]=[C:21]([F:23])[CH:20]=[C:19]([F:24])[C:18]=1Br.Cl. The catalyst is O1CCOCC1.[Cu]Br.[Cu]I.O. The product is [F:16][C:17]1[CH:22]=[C:21]([F:23])[CH:20]=[C:19]([F:24])[C:18]=1[CH:2]([C:3]([O:5][CH2:6][CH3:7])=[O:4])[C:1]([O:9][CH2:10][CH3:11])=[O:8]. The yield is 0.424. (4) The reactants are [CH2:1]([O:8][C:9]1[CH:14]=[CH:13][N:12]([C:15]2[CH:16]=[N:17][C:18](F)=[CH:19][CH:20]=2)[C:11](=[O:22])[CH:10]=1)[C:2]1[CH:7]=[CH:6][CH:5]=[CH:4][CH:3]=1.[C:23](=[O:26])([O-])[O-:24].[K+].[K+].[CH3:29][N:30]([CH3:33])C=O. No catalyst specified. The product is [CH2:1]([O:8][C:9]1[CH:14]=[CH:13][N:12]([C:15]2[CH:16]=[N:17][C:18]([N:30]3[CH2:33][CH2:9][C@H:10]([CH2:11][NH:12][C:23](=[O:26])[O:24][C:2]([CH3:7])([CH3:3])[CH3:1])[CH2:29]3)=[CH:19][CH:20]=2)[C:11](=[O:22])[CH:10]=1)[C:2]1[CH:7]=[CH:6][CH:5]=[CH:4][CH:3]=1. The yield is 0.860. (5) The reactants are Br[C:2]1[CH:3]=[CH:4][C:5]2[C:6]3[CH2:15][N:14]([C:16]([O:18][C:19]([CH3:22])([CH3:21])[CH3:20])=[O:17])[CH2:13][CH2:12][C:7]=3[N:8]([CH3:11])[C:9]=2[CH:10]=1.[Cl:23][C:24]1[CH:38]=[CH:37][C:27]([CH2:28][O:29][C:30]2[CH:35]=[CH:34][NH:33][C:32](=[O:36])[CH:31]=2)=[CH:26][CH:25]=1. No catalyst specified. The product is [Cl:23][C:24]1[CH:38]=[CH:37][C:27]([CH2:28][O:29][C:30]2[CH:35]=[CH:34][N:33]([C:2]3[CH:3]=[CH:4][C:5]4[C:6]5[CH2:15][N:14]([C:16]([O:18][C:19]([CH3:22])([CH3:21])[CH3:20])=[O:17])[CH2:13][CH2:12][C:7]=5[N:8]([CH3:11])[C:9]=4[CH:10]=3)[C:32](=[O:36])[CH:31]=2)=[CH:26][CH:25]=1. The yield is 0.500. (6) The reactants are [F:1][C:2]1[CH:7]=[C:6]([N+:8]([O-])=O)[CH:5]=[CH:4][C:3]=1[N:11]1[CH2:16][CH2:15][N:14]([CH2:17][CH2:18][S:19]([CH3:22])(=[O:21])=[O:20])[CH2:13][CH2:12]1. The catalyst is CCO.[Pd]. The product is [F:1][C:2]1[CH:7]=[C:6]([NH2:8])[CH:5]=[CH:4][C:3]=1[N:11]1[CH2:16][CH2:15][N:14]([CH2:17][CH2:18][S:19]([CH3:22])(=[O:20])=[O:21])[CH2:13][CH2:12]1. The yield is 0.980. (7) The reactants are C([O:3][C:4]([C:6]1[N:7]=[C:8]2[N:13]=[CH:12][CH:11]=[N:10][N:9]2[CH:14]=1)=O)C.[H-].C([Al+]CC(C)C)C(C)C. The catalyst is C(Cl)Cl. The product is [N:10]1[N:9]2[CH:14]=[C:6]([CH:4]=[O:3])[N:7]=[C:8]2[N:13]=[CH:12][CH:11]=1. The yield is 0.120. (8) The reactants are C[N:2](C)[CH:3]=[CH:4][C:5]([C:7]1[C:12](=[O:13])[CH:11]=[CH:10][N:9]([C:14]2[CH:19]=[CH:18][CH:17]=[C:16]([C:20]([F:23])([F:22])[F:21])[CH:15]=2)[N:8]=1)=O.Cl.[CH3:26][O:27][C:28]1[CH:33]=[CH:32][CH:31]=[CH:30][C:29]=1[NH:34]N.CCN(CC)CC. The catalyst is C(O)C. The product is [CH3:26][O:27][C:28]1[CH:33]=[CH:32][CH:31]=[CH:30][C:29]=1[N:34]1[C:5]([C:7]2[C:12](=[O:13])[CH:11]=[CH:10][N:9]([C:14]3[CH:19]=[CH:18][CH:17]=[C:16]([C:20]([F:23])([F:22])[F:21])[CH:15]=3)[N:8]=2)=[CH:4][CH:3]=[N:2]1. The yield is 0.190. (9) The reactants are [Cl:1][C:2]1[CH:3]=[C:4]2[C:9](=[CH:10][C:11]=1[O:12][CH3:13])[NH:8][C:7]([CH3:14])=[CH:6][C:5]2=[O:15].C(N)CCC.[I:21]I.[I-].[K+]. The catalyst is CN(C)C=O. The product is [Cl:1][C:2]1[CH:3]=[C:4]2[C:9](=[CH:10][C:11]=1[O:12][CH3:13])[NH:8][C:7]([CH3:14])=[C:6]([I:21])[C:5]2=[O:15]. The yield is 0.890.